Dataset: Peptide-MHC class II binding affinity with 134,281 pairs from IEDB. Task: Regression. Given a peptide amino acid sequence and an MHC pseudo amino acid sequence, predict their binding affinity value. This is MHC class II binding data. (1) The MHC is DRB1_0405 with pseudo-sequence DRB1_0405. The binding affinity (normalized) is 0.553. The peptide sequence is GGSILKISNKFHTKG. (2) The peptide sequence is EGVYRIMQRGLFGKT. The MHC is DRB1_1101 with pseudo-sequence DRB1_1101. The binding affinity (normalized) is 1.00. (3) The peptide sequence is EIVQFLEETFAAYDQ. The MHC is DRB4_0101 with pseudo-sequence DRB4_0103. The binding affinity (normalized) is 0.189. (4) The peptide sequence is DLGRNEVVNDVSTFS. The MHC is DRB1_0405 with pseudo-sequence DRB1_0405. The binding affinity (normalized) is 0.220. (5) The peptide sequence is IKEKGKDKWIALKES. The MHC is HLA-DQA10301-DQB10302 with pseudo-sequence HLA-DQA10301-DQB10302. The binding affinity (normalized) is 0.0592. (6) The peptide sequence is RELQIVDKIDAAFKI. The MHC is DRB1_0101 with pseudo-sequence DRB1_0101. The binding affinity (normalized) is 0.541. (7) The peptide sequence is RRAIDLPTHENHGLK. The MHC is DRB1_1301 with pseudo-sequence DRB1_1301. The binding affinity (normalized) is 0. (8) The peptide sequence is SKAALTSKLDAAYKL. The MHC is DRB1_1101 with pseudo-sequence DRB1_1101. The binding affinity (normalized) is 0.346.